Dataset: Forward reaction prediction with 1.9M reactions from USPTO patents (1976-2016). Task: Predict the product of the given reaction. (1) Given the reactants C1C=C[NH+]=CC=1.[Br:7][Br-]Br.[F:10][C:11]1[C:20]([OH:21])=[C:19]2[C:14]([CH:15]=[CH:16][C:17]([C:22]([O:24][CH3:25])=[O:23])=[CH:18]2)=[CH:13][CH:12]=1.CO.ClCCl, predict the reaction product. The product is: [Br:7][C:13]1[CH:12]=[C:11]([F:10])[C:20]([OH:21])=[C:19]2[C:14]=1[CH:15]=[CH:16][C:17]([C:22]([O:24][CH3:25])=[O:23])=[CH:18]2. (2) Given the reactants [F:1][C:2]1[CH:3]=[C:4]([C:9]2[C:10]([CH:19]([NH2:21])[CH3:20])=[CH:11][CH:12]=[C:13]3[C:18]=2[N:17]=[CH:16][CH:15]=[CH:14]3)[CH:5]=[C:6]([F:8])[CH:7]=1.[NH2:22][C:23]1[C:28]([C:29]#[N:30])=[C:27](Cl)[N:26]=[CH:25][N:24]=1.CCN(C(C)C)C(C)C.C([O-])([O-])=O.[K+].[K+], predict the reaction product. The product is: [NH2:22][C:23]1[C:28]([C:29]#[N:30])=[C:27]([NH:21][CH:19]([C:10]2[C:9]([C:4]3[CH:3]=[C:2]([F:1])[CH:7]=[C:6]([F:8])[CH:5]=3)=[C:18]3[C:13]([CH:14]=[CH:15][CH:16]=[N:17]3)=[CH:12][CH:11]=2)[CH3:20])[N:26]=[CH:25][N:24]=1.